From a dataset of Full USPTO retrosynthesis dataset with 1.9M reactions from patents (1976-2016). Predict the reactants needed to synthesize the given product. (1) Given the product [C:1]([O:5][C:6](=[O:26])[NH:7][CH2:8][CH2:9][CH2:10][CH2:11][CH2:12][CH2:13][NH:14][C:15](=[O:25])[C:16]1[CH:21]=[CH:20][C:19]([NH2:22])=[CH:18][CH:17]=1)([CH3:4])([CH3:2])[CH3:3], predict the reactants needed to synthesize it. The reactants are: [C:1]([O:5][C:6](=[O:26])[NH:7][CH2:8][CH2:9][CH2:10][CH2:11][CH2:12][CH2:13][NH:14][C:15](=[O:25])[C:16]1[CH:21]=[CH:20][C:19]([N+:22]([O-])=O)=[CH:18][CH:17]=1)([CH3:4])([CH3:3])[CH3:2].C([O-])=O.[NH4+]. (2) Given the product [CH:1]([O:4][C:5]([N:7]1[CH2:12][CH2:11][CH:10]([CH:13]2[CH2:17][C:16]3[CH:18]=[C:19]([C:27]4[CH:28]=[N:23][CH:24]=[N:25][CH:26]=4)[CH:20]=[CH:21][C:15]=3[O:14]2)[CH2:9][CH2:8]1)=[O:6])([CH3:3])[CH3:2], predict the reactants needed to synthesize it. The reactants are: [CH:1]([O:4][C:5]([N:7]1[CH2:12][CH2:11][CH:10]([CH:13]2[CH2:17][C:16]3[CH:18]=[C:19](Br)[CH:20]=[CH:21][C:15]=3[O:14]2)[CH2:9][CH2:8]1)=[O:6])([CH3:3])[CH3:2].[N:23]1[CH:28]=[C:27](B(O)O)[CH:26]=[N:25][CH:24]=1. (3) Given the product [ClH:33].[NH:23]1[CH2:24][CH2:25][CH:20]([C:18]2[N:5]3[N:6]=[C:7]4[C:12]([C:11]([C:13]5[S:14][CH:15]=[CH:16][CH:17]=5)=[CH:10][CH:9]=[CH:8]4)=[C:4]3[NH:3][C:2](=[O:1])[CH:19]=2)[CH2:21][CH2:22]1, predict the reactants needed to synthesize it. The reactants are: [O:1]=[C:2]1[CH:19]=[C:18]([CH:20]2[CH2:25][CH2:24][N:23](C(OC(C)(C)C)=O)[CH2:22][CH2:21]2)[N:5]2[N:6]=[C:7]3[C:12]([C:11]([C:13]4[S:14][CH:15]=[CH:16][CH:17]=4)=[CH:10][CH:9]=[CH:8]3)=[C:4]2[NH:3]1.[ClH:33]. (4) Given the product [CH:20]1([NH:19][C:12]2[C:13]3[CH:18]=[N:17][CH:16]=[N:15][C:14]=3[N:9]([OH:8])[C:10](=[O:26])[CH:11]=2)[CH2:21][CH2:22][CH2:23][CH2:24][CH2:25]1, predict the reactants needed to synthesize it. The reactants are: C([O:8][N:9]1[C:14]2[N:15]=[CH:16][N:17]=[CH:18][C:13]=2[C:12]([NH:19][CH:20]2[CH2:25][CH2:24][CH2:23][CH2:22][CH2:21]2)=[CH:11][C:10]1=[O:26])C1C=CC=CC=1.[H][H]. (5) Given the product [CH2:9]([O:13][CH2:2][CH2:3][CH2:4][CH2:5][CH2:6][C:7]#[N:8])[CH2:10][CH:11]=[CH2:12], predict the reactants needed to synthesize it. The reactants are: Br[CH2:2][CH2:3][CH2:4][CH2:5][CH2:6][C:7]#[N:8].[CH2:9]([OH:13])[CH2:10][CH:11]=[CH2:12].[OH-].[K+]. (6) The reactants are: [C:1]12([C:11]3[CH:19]=[C:18]4[C:14]([CH2:15][CH2:16][CH2:17]4)=[CH:13][C:12]=3[OH:20])[CH2:10][CH:5]3[CH2:6][CH:7]([CH2:9][CH:3]([CH2:4]3)[CH2:2]1)[CH2:8]2.[Cl:21][C:22]1[CH:27]=[C:26]([S:28]([C:31]([F:34])([F:33])[F:32])(=[O:30])=[O:29])[CH:25]=[CH:24][C:23]=1[N:35]=[C:36]=[O:37]. Given the product [Cl:21][C:22]1[CH:27]=[C:26]([S:28]([C:31]([F:34])([F:33])[F:32])(=[O:30])=[O:29])[CH:25]=[CH:24][C:23]=1[NH:35][C:36]([C:13]1[C:14]2[CH2:15][CH2:16][CH2:17][C:18]=2[CH:19]=[C:11]([C:1]23[CH2:10][CH:5]4[CH2:4][CH:3]([CH2:9][CH:7]([CH2:6]4)[CH2:8]2)[CH2:2]3)[C:12]=1[OH:20])=[O:37], predict the reactants needed to synthesize it. (7) Given the product [Cl:1][C:2]1[CH:7]=[CH:6][C:5]([S:8]([N:11]([CH2:19][C:20]2[CH:29]=[CH:28][C:23]([C:24]#[N:39])=[CH:22][CH:21]=2)[CH:12]([CH2:17][CH3:16])[CH2:13][CH3:14])(=[O:10])=[O:9])=[CH:4][CH:3]=1, predict the reactants needed to synthesize it. The reactants are: [Cl:1][C:2]1[CH:7]=[CH:6][C:5]([S:8]([NH:11][CH:12]2[CH2:17][CH2:16]C[CH2:14][CH2:13]2)(=[O:10])=[O:9])=[CH:4][CH:3]=1.Br[CH2:19][C:20]1[CH:29]=[CH:28][C:23]([C:24](OC)=O)=[C:22](F)[C:21]=1F.C([O-])([O-])=O.[K+].[K+].C[N:39](C=O)C. (8) Given the product [N:2]12[CH2:9][CH2:8][CH:5]([CH2:6][CH2:7]1)[CH:4]([C:10]([O:12][CH:33]([C:27]1[CH:32]=[CH:31][CH:30]=[CH:29][CH:28]=1)[C:35]1[CH:40]=[CH:39][CH:38]=[CH:37][CH:36]=1)=[O:11])[CH2:3]2, predict the reactants needed to synthesize it. The reactants are: Cl.[N:2]12[CH2:9][CH2:8][CH:5]([CH2:6][CH2:7]1)[CH:4]([C:10]([OH:12])=[O:11])[CH2:3]2.C(Cl)CCl.C1C=CC2N(O)N=NC=2C=1.[C:27]1([CH:33]([C:35]2[CH:40]=[CH:39][CH:38]=[CH:37][CH:36]=2)O)[CH:32]=[CH:31][CH:30]=[CH:29][CH:28]=1.CCN(C(C)C)C(C)C.C([O-])(O)=O.[Na+]. (9) Given the product [CH2:9]([N:16]1[C@@H:17]([CH3:23])[CH2:18][N:19]([CH2:2][C:3]2([OH:1])[CH2:8][CH2:7][O:6][CH2:5][CH2:4]2)[C@H:20]([CH3:22])[CH2:21]1)[C:10]1[CH:11]=[CH:12][CH:13]=[CH:14][CH:15]=1, predict the reactants needed to synthesize it. The reactants are: [O:1]1[C:3]2([CH2:8][CH2:7][O:6][CH2:5][CH2:4]2)[CH2:2]1.[CH2:9]([N:16]1[CH2:21][C@@H:20]([CH3:22])[NH:19][CH2:18][C@@H:17]1[CH3:23])[C:10]1[CH:15]=[CH:14][CH:13]=[CH:12][CH:11]=1.